Dataset: Forward reaction prediction with 1.9M reactions from USPTO patents (1976-2016). Task: Predict the product of the given reaction. Given the reactants [OH:1][CH:2]1[C:11]2[C:6](=[CH:7][CH:8]=[C:9]([C:12](=[O:26])[CH2:13][C:14]3[CH:19]=[C:18]([O:20][CH3:21])[C:17]([O:22][CH3:23])=[C:16]([O:24][CH3:25])[CH:15]=3)[CH:10]=2)[O:5][C:4]([CH3:28])([CH3:27])[CH2:3]1.[S:29](Cl)([C:32]1[CH:38]=[CH:37][C:35]([CH3:36])=[CH:34][CH:33]=1)(=[O:31])=[O:30], predict the reaction product. The product is: [CH3:27][C:4]1([CH3:28])[CH2:3][CH:2]([O:1][S:29]([C:32]2[CH:38]=[CH:37][C:35]([CH3:36])=[CH:34][CH:33]=2)(=[O:31])=[O:30])[C:11]2[C:6](=[CH:7][CH:8]=[C:9]([C:12](=[O:26])[CH2:13][C:14]3[CH:19]=[C:18]([O:20][CH3:21])[C:17]([O:22][CH3:23])=[C:16]([O:24][CH3:25])[CH:15]=3)[CH:10]=2)[O:5]1.